From a dataset of Catalyst prediction with 721,799 reactions and 888 catalyst types from USPTO. Predict which catalyst facilitates the given reaction. (1) Reactant: [OH:1][CH:2]1[CH2:7][CH2:6][CH:5]([O:8][C:9]2[CH:14]=[CH:13][C:12]([N:15]3[C:20](=[O:21])[C:19]([CH2:22][C:23]4[CH:28]=[CH:27][C:26]([C:29]5[CH:34]=[CH:33][CH:32]=[CH:31][C:30]=5[C:35]5[NH:39][C:38](=[O:40])[O:37][N:36]=5)=[CH:25][CH:24]=4)=[C:18]([CH2:41][CH2:42][CH3:43])[N:17]=[C:16]3[CH3:44])=[CH:11][CH:10]=2)[CH2:4][CH:3]1[CH3:45].CC(OI1(OC(C)=O)(OC(C)=O)OC(=O)C2C1=CC=CC=2)=O.C(OCC)(=O)C.S([O-])([O-])(=O)=S.[Na+].[Na+]. The catalyst class is: 34. Product: [CH3:44][C:16]1[N:15]([C:12]2[CH:13]=[CH:14][C:9]([O:8][CH:5]3[CH2:6][CH2:7][C:2](=[O:1])[CH:3]([CH3:45])[CH2:4]3)=[CH:10][CH:11]=2)[C:20](=[O:21])[C:19]([CH2:22][C:23]2[CH:28]=[CH:27][C:26]([C:29]3[CH:34]=[CH:33][CH:32]=[CH:31][C:30]=3[C:35]3[NH:39][C:38](=[O:40])[O:37][N:36]=3)=[CH:25][CH:24]=2)=[C:18]([CH2:41][CH2:42][CH3:43])[N:17]=1. (2) Reactant: OC(C(F)(F)F)=O.[NH:8]1[CH2:11][CH:10]([C:12]2[CH:33]=[CH:32][C:15]3[C:16]4[N:17]=[C:18]([C:24]5[N:25]([CH:29]([CH3:31])[CH3:30])[N:26]=[CH:27][N:28]=5)[S:19][C:20]=4[CH2:21][CH2:22][O:23][C:14]=3[CH:13]=2)[CH2:9]1.C(N(C(C)C)CC)(C)C.[O:43]1[C:45]([CH3:47])([CH3:46])[CH2:44]1. Product: [CH:29]([N:25]1[C:24]([C:18]2[S:19][C:20]3[CH2:21][CH2:22][O:23][C:14]4[CH:13]=[C:12]([CH:10]5[CH2:11][N:8]([CH2:44][C:45]([CH3:47])([OH:43])[CH3:46])[CH2:9]5)[CH:33]=[CH:32][C:15]=4[C:16]=3[N:17]=2)=[N:28][CH:27]=[N:26]1)([CH3:31])[CH3:30]. The catalyst class is: 5. (3) Reactant: [Cl:1][CH2:2][CH2:3][CH2:4][C:5]([C:7]1[CH:16]=[CH:15][C:10]([C:11]([O:13][CH3:14])=[O:12])=[CH:9][CH:8]=1)=[O:6].[BH4-].[Na+]. Product: [Cl:1][CH2:2][CH2:3][CH2:4][CH:5]([C:7]1[CH:8]=[CH:9][C:10]([C:11]([O:13][CH3:14])=[O:12])=[CH:15][CH:16]=1)[OH:6]. The catalyst class is: 5.